Dataset: Forward reaction prediction with 1.9M reactions from USPTO patents (1976-2016). Task: Predict the product of the given reaction. (1) Given the reactants [F:1][C:2]1[CH:3]=[C:4]([NH:14][C:15]([S-])=[NH:16])[CH:5]=[CH:6][C:7]=1[N:8]1[C:12]([CH3:13])=[N:11][CH:10]=[N:9]1.I.[Cl:19][CH2:20][CH2:21][CH2:22][CH2:23][CH:24]([C:28]1[CH:33]=[CH:32][C:31]([O:34][C:35]([F:38])([F:37])[F:36])=[C:30]([F:39])[CH:29]=1)[C:25](O)=O.CN1CCOCC1.C(N(CC)C(C)C)(C)C.[NH2:56][NH2:57], predict the reaction product. The product is: [Cl:19][CH2:20][CH2:21][CH2:22][CH2:23][CH:24]([C:25]1[NH:57][N:56]=[C:15]([NH:14][C:4]2[CH:5]=[CH:6][C:7]([N:8]3[C:12]([CH3:13])=[N:11][CH:10]=[N:9]3)=[C:2]([F:1])[CH:3]=2)[N:16]=1)[C:28]1[CH:33]=[CH:32][C:31]([O:34][C:35]([F:36])([F:37])[F:38])=[C:30]([F:39])[CH:29]=1. (2) The product is: [C:2]([C:4]1[CH:5]=[C:6]([C:14]2[O:18][N:17]=[C:16]([C:19]3[C:29]4[O:28][CH2:27][CH2:26][NH:25][CH:24]([CH2:37][C:38]([OH:40])=[O:39])[C:23]=4[CH:22]=[CH:21][CH:20]=3)[N:15]=2)[CH:7]=[CH:8][C:9]=1[O:10][CH:11]([CH3:13])[CH3:12])#[N:3]. Given the reactants Cl.[C:2]([C:4]1[CH:5]=[C:6]([C:14]2[O:18][N:17]=[C:16]([C:19]3[C:29]4[O:28][CH2:27][CH2:26][N:25](C(OC(C)(C)C)=O)[CH:24]([CH2:37][C:38]([OH:40])=[O:39])[C:23]=4[CH:22]=[CH:21][CH:20]=3)[N:15]=2)[CH:7]=[CH:8][C:9]=1[O:10][CH:11]([CH3:13])[CH3:12])#[N:3].C(OCC)C, predict the reaction product. (3) Given the reactants Br[C:2]1[C:6]2[CH2:7][N:8]([C:11]([O:13][C:14]([CH3:17])([CH3:16])[CH3:15])=[O:12])[CH2:9][CH2:10][C:5]=2[N:4]([CH:18]2[CH2:23][CH2:22][O:21][CH2:20][CH2:19]2)[N:3]=1.[Cl:24][C:25]1[CH:34]=[C:33]2[C:28]([CH2:29][CH2:30][CH2:31][NH:32]2)=[CH:27][C:26]=1[C:35]1[CH:36]=[N:37][N:38]([CH3:40])[CH:39]=1.C(O[Na])(C)(C)C, predict the reaction product. The product is: [Cl:24][C:25]1[CH:34]=[C:33]2[C:28]([CH2:29][CH2:30][CH2:31][N:32]2[C:2]2[C:6]3[CH2:7][N:8]([C:11]([O:13][C:14]([CH3:17])([CH3:16])[CH3:15])=[O:12])[CH2:9][CH2:10][C:5]=3[N:4]([CH:18]3[CH2:23][CH2:22][O:21][CH2:20][CH2:19]3)[N:3]=2)=[CH:27][C:26]=1[C:35]1[CH:36]=[N:37][N:38]([CH3:40])[CH:39]=1.